This data is from Peptide-MHC class II binding affinity with 134,281 pairs from IEDB. The task is: Regression. Given a peptide amino acid sequence and an MHC pseudo amino acid sequence, predict their binding affinity value. This is MHC class II binding data. (1) The peptide sequence is FQQQQVRSPGVVRIW. The MHC is DRB1_0101 with pseudo-sequence DRB1_0101. The binding affinity (normalized) is 0.445. (2) The peptide sequence is SELQMSWLPLCVRLE. The MHC is DRB1_0901 with pseudo-sequence DRB1_0901. The binding affinity (normalized) is 0.671.